Dataset: Peptide-MHC class I binding affinity with 185,985 pairs from IEDB/IMGT. Task: Regression. Given a peptide amino acid sequence and an MHC pseudo amino acid sequence, predict their binding affinity value. This is MHC class I binding data. (1) The peptide sequence is KVMFVIRFK. The MHC is HLA-A33:01 with pseudo-sequence HLA-A33:01. The binding affinity (normalized) is 0.208. (2) The peptide sequence is QQHNIVHGK. The MHC is HLA-A11:01 with pseudo-sequence HLA-A11:01. The binding affinity (normalized) is 0.370. (3) The peptide sequence is IPRLGGMAF. The MHC is HLA-B83:01 with pseudo-sequence HLA-B83:01. The binding affinity (normalized) is 0.358. (4) The peptide sequence is LVGGREWSY. The MHC is HLA-A02:03 with pseudo-sequence HLA-A02:03. The binding affinity (normalized) is 0.0847. (5) The peptide sequence is SMEAEMIQL. The MHC is HLA-A02:06 with pseudo-sequence HLA-A02:06. The binding affinity (normalized) is 0.353.